This data is from Reaction yield outcomes from USPTO patents with 853,638 reactions. The task is: Predict the reaction yield, written as a fraction of the theoretical maximum amount of product (1.0 means a 100% yield; for example, 0.34 means a 34% yield). (1) The reactants are [Cl:1][C:2]1[CH:7]=[CH:6][C:5]([C:8]2[CH:12]=[C:11]([OH:13])[N:10]([C:14]3[CH:19]=[C:18]([C:20]#N)[CH:17]=[CH:16][N:15]=3)[N:9]=2)=[CH:4][CH:3]=1.[OH-:22].[Na+].Cl.[OH2:25]. The product is [Cl:1][C:2]1[CH:7]=[CH:6][C:5]([C:8]2[CH:12]=[C:11]([OH:13])[N:10]([C:14]3[CH:19]=[C:18]([C:20]([OH:25])=[O:22])[CH:17]=[CH:16][N:15]=3)[N:9]=2)=[CH:4][CH:3]=1. The yield is 0.750. The catalyst is CCO. (2) The reactants are [Br:1][C:2]1[N:3]=[C:4]([NH:15][CH:16]([CH3:18])[CH3:17])[C:5]([NH:8][CH2:9][C:10](OCC)=[O:11])=[N:6][CH:7]=1.C(O)(C(F)(F)F)=O. The catalyst is CO. The product is [Br:1][C:2]1[N:3]=[C:4]2[N:15]([CH:16]([CH3:18])[CH3:17])[C:10](=[O:11])[CH2:9][NH:8][C:5]2=[N:6][CH:7]=1. The yield is 0.394. (3) The reactants are [Cl:1][C:2]1[C:11]2[C:6](=[CH:7][CH:8]=[CH:9][CH:10]=2)[N:5]=[C:4]([C:12]([O:14]CC)=O)[N:3]=1.[F:17][C:18]1[CH:19]=[C:20]([Mg]Br)[CH:21]=[CH:22][C:23]=1[F:24].C1COCC1.[Cl-].[NH4+]. The catalyst is C1COCC1. The product is [Cl:1][C:2]1[C:11]2[C:6](=[CH:7][CH:8]=[CH:9][CH:10]=2)[N:5]=[C:4]([C:12]([C:21]2[CH:20]=[CH:19][C:18]([F:17])=[C:23]([F:24])[CH:22]=2)=[O:14])[N:3]=1. The yield is 0.260. (4) The reactants are [C:1]([O:6][CH3:7])(=[O:5])[C:2]([CH3:4])=[CH2:3].[C:8]1([CH2:14][CH2:15][CH2:16]CO)[CH:13]=[CH:12][CH:11]=[CH:10][CH:9]=1.C(OC1C=CC(O)=CC=1)C1C=CC=CC=1. The catalyst is [O-]CCCC.[O-]CCCC.[O-]CCCC.[O-]CCCC.[Ti+4]. The product is [C:1]([O:6][CH2:7][CH2:16][CH2:15][CH2:14][C:8]1[CH:13]=[CH:12][CH:11]=[CH:10][CH:9]=1)(=[O:5])[C:2]([CH3:4])=[CH2:3]. The yield is 0.740. (5) The product is [F:16][C:11]1[C:10]([F:17])=[C:9]([O:8][C:6]2[CH:5]=[CH:4][N:3]=[C:2]([C:22]3[CH:21]=[N:20][N:19]([CH3:18])[CH:23]=3)[CH:7]=2)[CH:14]=[CH:13][C:12]=1[NH2:15]. The yield is 0.550. The catalyst is COCCOC.O.C1C=CC([P]([Pd]([P](C2C=CC=CC=2)(C2C=CC=CC=2)C2C=CC=CC=2)([P](C2C=CC=CC=2)(C2C=CC=CC=2)C2C=CC=CC=2)[P](C2C=CC=CC=2)(C2C=CC=CC=2)C2C=CC=CC=2)(C2C=CC=CC=2)C2C=CC=CC=2)=CC=1. The reactants are Cl[C:2]1[CH:7]=[C:6]([O:8][C:9]2[CH:14]=[CH:13][C:12]([NH2:15])=[C:11]([F:16])[C:10]=2[F:17])[CH:5]=[CH:4][N:3]=1.[CH3:18][N:19]1[CH:23]=[C:22](B2OC(C)(C)C(C)(C)O2)[CH:21]=[N:20]1.C([O-])([O-])=O.[Na+].[Na+]. (6) The reactants are [Br:1][C:2]1[CH:3]=[C:4]([C:14]([O-:16])=[O:15])[C:5]2[CH:6]=[N:7][N:8]([CH:11]([CH3:13])[CH3:12])[C:9]=2[CH:10]=1.O1CCCC1.[OH-].[Na+]. The catalyst is CO. The product is [Br:1][C:2]1[CH:3]=[C:4]([C:14]([OH:16])=[O:15])[C:5]2[CH:6]=[N:7][N:8]([CH:11]([CH3:12])[CH3:13])[C:9]=2[CH:10]=1. The yield is 0.940. (7) The reactants are [NH2:1][C:2](=[S:13])[CH2:3][NH:4][C:5](=[O:12])[C:6]1[CH:11]=[CH:10][CH:9]=[CH:8][CH:7]=1.Br[CH2:15][C:16]([C:18]1[CH:23]=[CH:22][CH:21]=[CH:20][CH:19]=1)=O. The catalyst is CCO.CCOC(C)=O. The product is [C:18]1([C:16]2[N:1]=[C:2]([CH2:3][NH:4][C:5](=[O:12])[C:6]3[CH:7]=[CH:8][CH:9]=[CH:10][CH:11]=3)[S:13][CH:15]=2)[CH:23]=[CH:22][CH:21]=[CH:20][CH:19]=1. The yield is 0.880.